Task: Predict the reactants needed to synthesize the given product.. Dataset: Full USPTO retrosynthesis dataset with 1.9M reactions from patents (1976-2016) Given the product [CH2:1]([O:3][C:4]([CH2:6][CH2:7][N:8]1[CH2:13][CH2:12][N:11]2[N:14]=[C:15]([C:17]([NH:52][CH2:53][C@H:54]([NH:62][C:63]([O:65][CH2:66][C:67]3[CH:68]=[CH:69][CH:70]=[CH:71][CH:72]=3)=[O:64])[C:55]([O:57][C:58]([CH3:60])([CH3:61])[CH3:59])=[O:56])=[O:19])[CH:16]=[C:10]2[C:9]1=[O:20])=[O:5])[CH3:2], predict the reactants needed to synthesize it. The reactants are: [CH2:1]([O:3][C:4]([CH2:6][CH2:7][N:8]1[CH2:13][CH2:12][N:11]2[N:14]=[C:15]([C:17]([OH:19])=O)[CH:16]=[C:10]2[C:9]1=[O:20])=[O:5])[CH3:2].C(N(C(C)C)CC)(C)C.F[B-](F)(F)F.N1(OC(N(C)C)=[N+](C)C)C2C=CC=CC=2N=N1.[NH2:52][CH2:53][C@H:54]([NH:62][C:63]([O:65][CH2:66][C:67]1[CH:72]=[CH:71][CH:70]=[CH:69][CH:68]=1)=[O:64])[C:55]([O:57][C:58]([CH3:61])([CH3:60])[CH3:59])=[O:56].